Task: Predict the reaction yield, written as a fraction of the theoretical maximum amount of product (1.0 means a 100% yield; for example, 0.34 means a 34% yield).. Dataset: Reaction yield outcomes from USPTO patents with 853,638 reactions (1) The reactants are [OH-].[Li+].[CH3:3][O:4][C:5]1[CH:14]=[CH:13][C:12]2[CH:11]([C:15]([O:17]CC)=[O:16])[N:10]([C:20]([O:22][C:23]([CH3:26])([CH3:25])[CH3:24])=[O:21])[CH2:9][CH2:8][C:7]=2[N:6]=1.CCO.Cl. The catalyst is O.C1COCC1. The product is [C:23]([O:22][C:20]([N:10]1[CH2:9][CH2:8][C:7]2[N:6]=[C:5]([O:4][CH3:3])[CH:14]=[CH:13][C:12]=2[CH:11]1[C:15]([OH:17])=[O:16])=[O:21])([CH3:26])([CH3:24])[CH3:25]. The yield is 1.00. (2) The reactants are [Cl:1][C:2]1[C:3]2[N:4]([C:8]([CH:18]=[O:19])=[C:9]([C:11]3[CH:16]=[CH:15][C:14]([F:17])=[CH:13][CH:12]=3)[N:10]=2)[CH:5]=[CH:6][CH:7]=1.[C:20]([Mg]Br)#[CH:21].O. The catalyst is O1CCCC1.ClCCl.[O-2].[O-2].[Mn+4]. The product is [Cl:1][C:2]1[C:3]2[N:4]([C:8]([C:18](=[O:19])[C:20]#[CH:21])=[C:9]([C:11]3[CH:16]=[CH:15][C:14]([F:17])=[CH:13][CH:12]=3)[N:10]=2)[CH:5]=[CH:6][CH:7]=1. The yield is 0.550. (3) The reactants are [CH3:1][P:2](=[O:7])([CH:5]=[CH2:6])[CH:3]=[CH2:4].[C:8]([N:15]1[CH2:20][CH2:19][CH:18]([NH2:21])[CH2:17][CH2:16]1)([O:10][C:11]([CH3:14])([CH3:13])[CH3:12])=[O:9]. The catalyst is C1COCC1.O. The product is [CH3:1][P:2]1(=[O:7])[CH2:5][CH2:6][N:21]([CH:18]2[CH2:17][CH2:16][N:15]([C:8]([O:10][C:11]([CH3:14])([CH3:13])[CH3:12])=[O:9])[CH2:20][CH2:19]2)[CH2:4][CH2:3]1. The yield is 0.380. (4) The reactants are [CH3:1][O:2][C:3]1[CH:4]=[C:5]([CH:26]=[CH:27][C:28]=1[O:29][CH2:30][C:31]1[N:32]=[C:33]([C:37]2[CH:42]=[CH:41][CH:40]=[CH:39][CH:38]=2)[O:34][C:35]=1[CH3:36])[CH2:6][O:7][C:8]1[C:12](/[CH:13]=[CH:14]/[C:15]([O:17]CC)=[O:16])=[CH:11][N:10]([C:20]2[CH:25]=[CH:24][CH:23]=[CH:22][CH:21]=2)[N:9]=1.[OH-].[Na+].O1CCCC1.Cl. The catalyst is C(O)C. The product is [CH3:1][O:2][C:3]1[CH:4]=[C:5]([CH:26]=[CH:27][C:28]=1[O:29][CH2:30][C:31]1[N:32]=[C:33]([C:37]2[CH:42]=[CH:41][CH:40]=[CH:39][CH:38]=2)[O:34][C:35]=1[CH3:36])[CH2:6][O:7][C:8]1[C:12](/[CH:13]=[CH:14]/[C:15]([OH:17])=[O:16])=[CH:11][N:10]([C:20]2[CH:21]=[CH:22][CH:23]=[CH:24][CH:25]=2)[N:9]=1. The yield is 0.950. (5) The product is [Cl:16][C:6]1[CH:5]=[CH:4][C:3]([CH2:8][C:9](=[O:15])[C:10]([O:12][CH2:13][CH3:14])=[O:11])=[CH:2][CH:7]=1. The reactants are F[C:2]1[CH:7]=[CH:6][CH:5]=[CH:4][C:3]=1[CH2:8][C:9](=[O:15])[C:10]([O:12][CH2:13][CH3:14])=[O:11].[Cl:16]C1C=CC(CCl)=CC=1.[Mg].C(OCC)(=O)C(OCC)=O. The yield is 0.740. No catalyst specified. (6) The reactants are [Cl:1][C:2]1[N:3]=[CH:4][N:5]([C:7]2[CH:12]=[CH:11][C:10]([N+:13]([O-])=O)=[CH:9][C:8]=2[O:16][CH3:17])[CH:6]=1.C(O)C.C(O)(=O)C.[OH-].[Na+]. The catalyst is [Fe].O. The product is [Cl:1][C:2]1[N:3]=[CH:4][N:5]([C:7]2[CH:12]=[CH:11][C:10]([NH2:13])=[CH:9][C:8]=2[O:16][CH3:17])[CH:6]=1. The yield is 0.970.